Dataset: hERG potassium channel inhibition data for cardiac toxicity prediction from Karim et al.. Task: Regression/Classification. Given a drug SMILES string, predict its toxicity properties. Task type varies by dataset: regression for continuous values (e.g., LD50, hERG inhibition percentage) or binary classification for toxic/non-toxic outcomes (e.g., AMES mutagenicity, cardiotoxicity, hepatotoxicity). Dataset: herg_karim. (1) The compound is COC(=O)N1CCC(C)(CN2CCC3(CC2)CN(S(C)(=O)=O)c2ncccc23)CC1. The result is 0 (non-blocker). (2) The compound is COc1ccc(C23CC2CN(CCCSc2nnc(-c4ocnc4C)n2C)C3)cc1C(F)(F)F. The result is 1 (blocker). (3) The compound is COC1COCCC1N[C@@H]1C[C@H]2C[C@@H](F)C[C@@]2(C(=O)N2CCc3ncc(C(F)(F)F)cc3C2)C1. The result is 0 (non-blocker).